Dataset: Full USPTO retrosynthesis dataset with 1.9M reactions from patents (1976-2016). Task: Predict the reactants needed to synthesize the given product. (1) Given the product [CH3:11][C:10]1([CH3:12])[CH2:9][C:8]2[NH:7][N:6]=[CH:5][C:4]=2[C:3]2[N:24]=[C:22]([NH:21][C:16]3[N:17]=[CH:18][CH:19]=[CH:20][N:15]=3)[S:23][C:2]1=2, predict the reactants needed to synthesize it. The reactants are: Br[C:2]1(Br)[C:10]([CH3:12])([CH3:11])[CH2:9][C:8]2[NH:7][N:6]=[CH:5][C:4]=2[C:3]1=O.[N:15]1[CH:20]=[CH:19][CH:18]=[N:17][C:16]=1[NH:21][C:22]([NH2:24])=[S:23]. (2) Given the product [F:31][C:28]1[CH:29]=[CH:30][C:25]([C:22]2[CH:21]=[CH:20][C:19]([CH:12]([C:13]3[CH:14]=[CH:15][N:16]=[CH:17][CH:18]=3)[N:1]3[CH2:6][CH2:5][O:4][CH2:3][CH2:2]3)=[CH:24][CH:23]=2)=[C:26]([O:32][CH3:33])[CH:27]=1, predict the reactants needed to synthesize it. The reactants are: [NH:1]1[CH2:6][CH2:5][O:4][CH2:3][CH2:2]1.CS(O[CH:12]([C:19]1[CH:24]=[CH:23][C:22]([C:25]2[CH:30]=[CH:29][C:28]([F:31])=[CH:27][C:26]=2[O:32][CH3:33])=[CH:21][CH:20]=1)[C:13]1[CH:18]=[CH:17][N:16]=[CH:15][CH:14]=1)(=O)=O. (3) Given the product [F:10][C:11]1[C:16]([N+:6]([O-:9])=[O:7])=[CH:15][CH:14]=[C:13]([F:17])[C:12]=1[C:18](=[O:20])[CH3:19], predict the reactants needed to synthesize it. The reactants are: OS(O)(=O)=O.[N+:6]([O-:9])(O)=[O:7].[F:10][C:11]1[CH:16]=[CH:15][CH:14]=[C:13]([F:17])[C:12]=1[C:18](=[O:20])[CH3:19]. (4) The reactants are: [Cl:1][C:2]1[CH:7]=[C:6]([Cl:8])[C:5]([O:9][CH3:10])=[CH:4][C:3]=1[N:11]1[CH2:16][CH2:15][C:14]([CH2:18][C:19](OCC)=[O:20])([OH:17])[CH2:13][CH2:12]1.[H-].[H-].[H-].[H-].[Li+].[Al+3]. Given the product [Cl:1][C:2]1[CH:7]=[C:6]([Cl:8])[C:5]([O:9][CH3:10])=[CH:4][C:3]=1[N:11]1[CH2:16][CH2:15][C:14]([CH2:18][CH2:19][OH:20])([OH:17])[CH2:13][CH2:12]1, predict the reactants needed to synthesize it. (5) Given the product [F:37][C:36]([F:39])([F:38])[S:33]([O:1][C:2]1[C:3](=[O:18])[CH:4]=[N:5][N:6]([C:8]2[CH:13]=[CH:12][CH:11]=[C:10]([C:14]([F:17])([F:15])[F:16])[CH:9]=2)[CH:7]=1)(=[O:35])=[O:34], predict the reactants needed to synthesize it. The reactants are: [OH:1][C:2]1[C:3](=[O:18])[CH:4]=[N:5][N:6]([C:8]2[CH:13]=[CH:12][CH:11]=[C:10]([C:14]([F:17])([F:16])[F:15])[CH:9]=2)[CH:7]=1.C(N(CC)CC)C.C1C=CC(N([S:33]([C:36]([F:39])([F:38])[F:37])(=[O:35])=[O:34])[S:33]([C:36]([F:39])([F:38])[F:37])(=[O:35])=[O:34])=CC=1. (6) Given the product [Cl:1][C:2]1[CH:3]=[CH:4][C:5]([O:40][CH3:41])=[C:6]([C:8]2[C:17]3[C:12](=[CH:13][C:14]([S:18]([NH:21][C:22]4[S:23][C:24]([F:27])=[CH:25][N:26]=4)(=[O:19])=[O:20])=[CH:15][CH:16]=3)[C:11](=[O:39])[NH:10][N:9]=2)[CH:7]=1, predict the reactants needed to synthesize it. The reactants are: [Cl:1][C:2]1[CH:3]=[CH:4][C:5]([O:40][CH3:41])=[C:6]([C:8]2[C:17]3[C:12](=[CH:13][C:14]([S:18]([N:21](CC4C=CC(OC)=CC=4OC)[C:22]4[S:23][C:24]([F:27])=[CH:25][N:26]=4)(=[O:20])=[O:19])=[CH:15][CH:16]=3)[C:11](=[O:39])[NH:10][N:9]=2)[CH:7]=1.C(Cl)Cl.C(O)(C(F)(F)F)=O. (7) Given the product [C:15]1(=[O:16])[NH:11][C:12](=[O:21])[C:13]2=[CH:20][CH:19]=[CH:18][CH:17]=[C:14]12, predict the reactants needed to synthesize it. The reactants are: CN1CCNCC1.BrCC[N:11]1[C:15](=[O:16])[C:14]2=[CH:17][CH:18]=[CH:19][CH:20]=[C:13]2[C:12]1=[O:21].C(OCC)(=O)C. (8) Given the product [CH2:1]([N:8]1[C:14]2[CH:15]=[CH:16][C:17]([Cl:19])=[CH:18][C:13]=2[C@@:12]2([C:20]3[CH:25]=[CH:24][CH:23]=[CH:22][CH:21]=3)[C@H:33]([O:32][C:31]3[CH:37]=[C:38]([O:40][CH3:41])[CH:39]=[C:29]([O:28][CH3:27])[CH:30]=3)[C:34](=[O:35])[N:11]2[CH2:10][C:9]1=[O:26])[C:2]1[CH:7]=[CH:6][CH:5]=[CH:4][CH:3]=1, predict the reactants needed to synthesize it. The reactants are: [CH2:1]([N:8]1[C:14]2[CH:15]=[CH:16][C:17]([Cl:19])=[CH:18][C:13]=2[C:12]([C:20]2[CH:25]=[CH:24][CH:23]=[CH:22][CH:21]=2)=[N:11][CH2:10][C:9]1=[O:26])[C:2]1[CH:7]=[CH:6][CH:5]=[CH:4][CH:3]=1.[CH3:27][O:28][C:29]1[CH:30]=[C:31]([CH:37]=[C:38]([O:40][CH3:41])[CH:39]=1)[O:32][CH2:33][C:34](O)=[O:35]. (9) Given the product [S:11]1[CH:15]=[CH:14][CH:13]=[C:12]1[CH2:16][NH:17][C:8]([C:2]1([CH3:1])[CH2:3][CH2:4][CH2:5][CH2:6][CH2:7]1)=[O:10], predict the reactants needed to synthesize it. The reactants are: [CH3:1][C:2]1([C:8]([OH:10])=O)[CH2:7][CH2:6][CH2:5][CH2:4][CH2:3]1.[S:11]1[CH:15]=[CH:14][CH:13]=[C:12]1[CH2:16][NH2:17].C(N(CC)CC)C.CCN=C=NCCCN(C)C. (10) Given the product [NH2:61][C:56]1[CH:55]=[C:54]([N:51]2[CH2:52][CH2:53][N:48]([CH3:47])[CH2:49][CH2:50]2)[CH:59]=[CH:58][C:57]=1[NH:60][C:14]([C:11]1([NH:17][C:18]([O:20][C:21]([CH3:22])([CH3:23])[CH3:24])=[O:19])[CH2:10][CH2:9][N:8]([C:6]([O:5][C:1]([CH3:3])([CH3:2])[CH3:4])=[O:7])[CH2:13][CH2:12]1)=[O:15], predict the reactants needed to synthesize it. The reactants are: [C:1]([O:5][C:6]([N:8]1[CH2:13][CH2:12][C:11]([NH:17][C:18]([O:20][C:21]([CH3:24])([CH3:23])[CH3:22])=[O:19])([C:14](O)=[O:15])[CH2:10][CH2:9]1)=[O:7])([CH3:4])([CH3:3])[CH3:2].Cl.CN(C)CCCN=C=NCC.ON1C2C=CC=CC=2N=N1.[CH3:47][N:48]1[CH2:53][CH2:52][N:51]([C:54]2[CH:55]=[C:56]([NH2:61])[C:57]([NH2:60])=[CH:58][CH:59]=2)[CH2:50][CH2:49]1.